From a dataset of Full USPTO retrosynthesis dataset with 1.9M reactions from patents (1976-2016). Predict the reactants needed to synthesize the given product. (1) Given the product [F:1][C:2]1[CH:3]=[C:4]([CH:9]=[CH:10][C:11]=1[N:12]1[CH2:17][CH2:16][CH:15]([CH3:18])[CH2:14][CH2:13]1)[C:5]([OH:7])=[O:6], predict the reactants needed to synthesize it. The reactants are: [F:1][C:2]1[CH:3]=[C:4]([CH:9]=[CH:10][C:11]=1[N:12]1[CH2:17][CH2:16][CH:15]([CH3:18])[CH2:14][CH2:13]1)[C:5]([O:7]C)=[O:6].[OH-].[Li+]. (2) The reactants are: C(OC([NH:11][CH2:12][CH2:13][C:14]1[CH:19]=[CH:18][CH:17]=[CH:16][C:15]=1[C:20]1[CH:25]=[CH:24][C:23]([CH:26]2[C:31](=[O:32])[CH2:30][CH2:29][N:28]([C:33]([O:35][C:36]([CH3:39])([CH3:38])[CH3:37])=[O:34])[CH2:27]2)=[C:22]([CH3:40])[CH:21]=1)=O)C1C=CC=CC=1.C(OC(=O)C)(=O)C.[CH3:48][CH2:49][OH:50]. Given the product [C:49]([NH:11][CH2:12][CH2:13][C:14]1[CH:19]=[CH:18][CH:17]=[CH:16][C:15]=1[C:20]1[CH:25]=[CH:24][C:23]([CH:26]2[C:31](=[O:32])[CH2:30][CH2:29][N:28]([C:33]([O:35][C:36]([CH3:38])([CH3:37])[CH3:39])=[O:34])[CH2:27]2)=[C:22]([CH3:40])[CH:21]=1)(=[O:50])[CH3:48], predict the reactants needed to synthesize it. (3) Given the product [Si:1]([O:18][CH2:19][CH:20]1[C:25](=[N:31][O:30][CH2:28][CH3:29])[CH2:24][CH2:23][CH2:22][O:21]1)([C:14]([CH3:15])([CH3:17])[CH3:16])([C:2]1[CH:3]=[CH:4][CH:5]=[CH:6][CH:7]=1)[C:8]1[CH:9]=[CH:10][CH:11]=[CH:12][CH:13]=1, predict the reactants needed to synthesize it. The reactants are: [Si:1]([O:18][CH2:19][CH:20]1[C:25](=O)[CH2:24][CH2:23][CH2:22][O:21]1)([C:14]([CH3:17])([CH3:16])[CH3:15])([C:8]1[CH:13]=[CH:12][CH:11]=[CH:10][CH:9]=1)[C:2]1[CH:7]=[CH:6][CH:5]=[CH:4][CH:3]=1.Cl.[CH2:28]([O:30][NH2:31])[CH3:29].C(N(CC)CC)C. (4) Given the product [CH:1]1([C:5]2[N:21]([N:22]3[CH2:26][CH2:25][CH2:24][CH2:23]3)[C:17](=[O:19])[C:16]3[C:15](=[O:20])[C:14]4[CH:13]=[CH:12][CH:11]=[CH:10][C:9]=4[NH:8][C:7]=3[CH:6]=2)[CH2:2][CH2:3][CH2:4]1, predict the reactants needed to synthesize it. The reactants are: [CH:1]1([C:5]2O[C:17](=[O:19])[C:16]3[C:15](=[O:20])[C:14]4[CH:13]=[CH:12][CH:11]=[CH:10][C:9]=4[NH:8][C:7]=3[CH:6]=2)[CH2:4][CH2:3][CH2:2]1.[NH2:21][N:22]1[CH2:26][CH2:25][CH2:24][CH2:23]1. (5) Given the product [Cl:1][C:23]1[CH:24]=[CH:25][C:18]2[NH:17][C:16](=[O:26])[N:15]([CH:12]3[CH2:11][CH2:10][NH:9][CH2:14][CH2:13]3)[CH2:21][CH2:20][C:19]=2[CH:22]=1, predict the reactants needed to synthesize it. The reactants are: [Cl:1]N1C(=O)CCC1=O.[NH:9]1[CH2:14][CH2:13][CH:12]([N:15]2[CH2:21][CH2:20][C:19]3[CH:22]=[CH:23][CH:24]=[CH:25][C:18]=3[NH:17][C:16]2=[O:26])[CH2:11][CH2:10]1. (6) Given the product [CH3:35][S:32]([C:28]1[CH:27]=[C:26]([C:23]2[CH:24]=[C:25]3[C:17]([C:13]4[CH:12]=[C:11]([CH2:10][CH2:9][NH2:5])[CH:16]=[CH:15][CH:14]=4)=[CH:18][NH:19][C:20]3=[N:21][CH:22]=2)[CH:31]=[CH:30][CH:29]=1)(=[O:33])=[O:34], predict the reactants needed to synthesize it. The reactants are: CC([N:5]([CH2:9][CH2:10][C:11]1[CH:16]=[CH:15][CH:14]=[C:13]([C:17]2[C:25]3[C:20](=[N:21][CH:22]=[C:23]([C:26]4[CH:31]=[CH:30][CH:29]=[C:28]([S:32]([CH3:35])(=[O:34])=[O:33])[CH:27]=4)[CH:24]=3)[NH:19][CH:18]=2)[CH:12]=1)C(=O)[O-])(C)C.FC(F)(F)C(O)=O. (7) The reactants are: [ClH:1].O1CCOCC1.[C:8]([N:11]1[C:20]2[C:15](=[CH:16][C:17]([C:21]3[CH:26]=[CH:25][C:24]([C:27]([N:29]4[CH2:34][CH2:33][O:32][CH2:31][CH2:30]4)=[O:28])=[CH:23][N:22]=3)=[CH:18][CH:19]=2)[C@H:14]([NH:35]C(=O)OC(C)(C)C)[CH2:13][C@@H:12]1[CH3:43])(=[O:10])[CH3:9].CO. Given the product [ClH:1].[NH2:35][C@H:14]1[C:15]2[C:20](=[CH:19][CH:18]=[C:17]([C:21]3[CH:26]=[CH:25][C:24]([C:27]([N:29]4[CH2:34][CH2:33][O:32][CH2:31][CH2:30]4)=[O:28])=[CH:23][N:22]=3)[CH:16]=2)[N:11]([C:8](=[O:10])[CH3:9])[C@@H:12]([CH3:43])[CH2:13]1, predict the reactants needed to synthesize it.